From a dataset of Catalyst prediction with 721,799 reactions and 888 catalyst types from USPTO. Predict which catalyst facilitates the given reaction. (1) Reactant: [OH-].[Na+].[Cl:3][C:4]1[CH:9]=[CH:8][C:7]([C:10]2[N:15]=[C:14]([C:16]([NH:18][C:19]3[C:20]([CH3:30])=[C:21]([CH:26]=[CH:27][C:28]=3[CH3:29])[C:22]([O:24]C)=[O:23])=[O:17])[C:13]([CH3:31])=[CH:12][CH:11]=2)=[CH:6][CH:5]=1.Cl. Product: [Cl:3][C:4]1[CH:5]=[CH:6][C:7]([C:10]2[N:15]=[C:14]([C:16]([NH:18][C:19]3[C:20]([CH3:30])=[C:21]([CH:26]=[CH:27][C:28]=3[CH3:29])[C:22]([OH:24])=[O:23])=[O:17])[C:13]([CH3:31])=[CH:12][CH:11]=2)=[CH:8][CH:9]=1. The catalyst class is: 36. (2) Reactant: C[O:2][C:3]1[N:8]=[C:7]([C@H:9]2[CH2:13][CH2:12][CH2:11][N:10]2[C:14]2[CH:19]=[CH:18][N:17]3[N:20]=[CH:21][C:22]([C:23]([O:25][CH2:26][CH3:27])=[O:24])=[C:16]3[N:15]=2)[CH:6]=[CH:5][CH:4]=1.C(O)(=O)C.Br. Product: [O:2]=[C:3]1[NH:8][C:7]([C@H:9]2[CH2:13][CH2:12][CH2:11][N:10]2[C:14]2[CH:19]=[CH:18][N:17]3[N:20]=[CH:21][C:22]([C:23]([O:25][CH2:26][CH3:27])=[O:24])=[C:16]3[N:15]=2)=[CH:6][CH:5]=[CH:4]1. The catalyst class is: 25. (3) Reactant: C([O:5][C:6]([C@H:8]1[CH2:12][CH2:11][CH2:10][N:9]1[C:13](=[O:48])[CH2:14][N:15]([CH2:41][C:42]1[CH:47]=[CH:46][CH:45]=[CH:44][CH:43]=1)[C:16]([N:18]([CH2:34][C:35]1[CH:40]=[CH:39][CH:38]=[CH:37][CH:36]=1)[CH2:19][C:20]([N:22]1[CH2:26][CH2:25][CH2:24][C@@H:23]1[C:27]([O:29]C(C)(C)C)=[O:28])=[O:21])=[O:17])=[O:7])(C)(C)C. Product: [CH2:41]([N:15]([CH2:14][C:13]([N:9]1[CH2:10][CH2:11][CH2:12][C@@H:8]1[C:6]([OH:7])=[O:5])=[O:48])[C:16]([N:18]([CH2:34][C:35]1[CH:40]=[CH:39][CH:38]=[CH:37][CH:36]=1)[CH2:19][C:20]([N:22]1[CH2:26][CH2:25][CH2:24][C@@H:23]1[C:27]([OH:29])=[O:28])=[O:21])=[O:17])[C:42]1[CH:43]=[CH:44][CH:45]=[CH:46][CH:47]=1. The catalyst class is: 89. (4) Reactant: [CH:1]([N:4]1[CH2:8][CH2:7][C@@H:6]([N:9](C)[C:10](=O)OCC2C=CC=CC=2)[CH2:5]1)([CH3:3])[CH3:2]. Product: [CH:1]([N:4]1[CH2:8][CH2:7][C@@H:6]([NH:9][CH3:10])[CH2:5]1)([CH3:3])[CH3:2]. The catalyst class is: 29.